Dataset: CYP1A2 inhibition data for predicting drug metabolism from PubChem BioAssay. Task: Regression/Classification. Given a drug SMILES string, predict its absorption, distribution, metabolism, or excretion properties. Task type varies by dataset: regression for continuous measurements (e.g., permeability, clearance, half-life) or binary classification for categorical outcomes (e.g., BBB penetration, CYP inhibition). Dataset: cyp1a2_veith. (1) The drug is COc1ccc(N(CC(=O)NCc2cccc(OC)c2)S(=O)(=O)c2c(C)noc2C)cc1. The result is 0 (non-inhibitor). (2) The result is 1 (inhibitor). The molecule is O=S(=O)(c1ccc(F)cc1)n1ccc(-c2cnc(-c3ccccc3)s2)n1. (3) The compound is COc1ccc(-c2cc(CCCC(=O)NCCc3ccc(OC)cc3OC)no2)cc1. The result is 1 (inhibitor). (4) The compound is CC(=O)O[C@H]1CC[C@]2(C)C(=CC[C@@H]3[C@@H]2CC[C@]2(C)[C@@H]3C[C@H]3O[C@]4(CC[C@H](C)CN4)[C@H](C)[C@@H]32)C1. The result is 0 (non-inhibitor). (5) The drug is O=c1cnc2cnc(N3CCOCC3)nc2n1CCc1ccccc1. The result is 1 (inhibitor). (6) The molecule is Cc1cnc(CNc2ccnc(-c3ccccc3Cl)n2)cn1. The result is 1 (inhibitor). (7) The drug is COc1ccc(N=C2S/C(=C\c3ccc(C)s3)C(=O)N2CC(C)C)cc1. The result is 0 (non-inhibitor).